This data is from Peptide-MHC class I binding affinity with 185,985 pairs from IEDB/IMGT. The task is: Regression. Given a peptide amino acid sequence and an MHC pseudo amino acid sequence, predict their binding affinity value. This is MHC class I binding data. (1) The binding affinity (normalized) is 0. The peptide sequence is RFKRTSFFL. The MHC is HLA-A03:01 with pseudo-sequence HLA-A03:01. (2) The peptide sequence is ETMKPAAMV. The MHC is HLA-B58:01 with pseudo-sequence HLA-B58:01. The binding affinity (normalized) is 0.0847.